Dataset: Peptide-MHC class II binding affinity with 134,281 pairs from IEDB. Task: Regression. Given a peptide amino acid sequence and an MHC pseudo amino acid sequence, predict their binding affinity value. This is MHC class II binding data. (1) The peptide sequence is SIAQHLVSDRPIMRY. The MHC is DRB1_0701 with pseudo-sequence DRB1_0701. The binding affinity (normalized) is 0.582. (2) The peptide sequence is TEAEDVIPEGWKADTSYESK. The MHC is DRB1_1302 with pseudo-sequence DRB1_1302. The binding affinity (normalized) is 0.0593. (3) The peptide sequence is AAESSSKAALTSKLD. The MHC is DRB1_1001 with pseudo-sequence DRB1_1001. The binding affinity (normalized) is 0.531. (4) The peptide sequence is ALSDADWHFIADPAS. The MHC is HLA-DQA10501-DQB10201 with pseudo-sequence HLA-DQA10501-DQB10201. The binding affinity (normalized) is 0.441. (5) The peptide sequence is AQAAVVRFQEAANKQ. The MHC is HLA-DPA10103-DPB10201 with pseudo-sequence HLA-DPA10103-DPB10201. The binding affinity (normalized) is 0.0960. (6) The peptide sequence is VDFQKTVKVTGVTTQGVKSL. The MHC is DRB1_0403 with pseudo-sequence DRB1_0403. The binding affinity (normalized) is 0.293.